This data is from Full USPTO retrosynthesis dataset with 1.9M reactions from patents (1976-2016). The task is: Predict the reactants needed to synthesize the given product. (1) Given the product [C:29]([C:10]1[C:11]2[C:16](=[CH:15][C:14]([O:19][C:20]3[C:21]([CH3:28])=[CH:22][C:23]([CH3:27])=[CH:24][C:25]=3[CH3:26])=[CH:13][CH:12]=2)[C:17]([OH:18])=[C:8]([C:6]([NH:31][CH2:32][C:33]([OH:35])=[O:34])=[O:7])[N:9]=1)#[N:30], predict the reactants needed to synthesize it. The reactants are: C(O[C:6]([C:8]1[N:9]=[C:10]([C:29]#[N:30])[C:11]2[C:16]([C:17]=1[OH:18])=[CH:15][C:14]([O:19][C:20]1[C:25]([CH3:26])=[CH:24][C:23]([CH3:27])=[CH:22][C:21]=1[CH3:28])=[CH:13][CH:12]=2)=[O:7])CCC.[NH2:31][CH2:32][C:33]([OH:35])=[O:34]. (2) Given the product [CH2:1]([N:8]1[CH2:9][CH:10]([C:16]2[CH:21]=[C:20]([F:22])[C:19]([F:23])=[CH:18][C:17]=2[Cl:24])[CH:11]([NH:13][C:39](=[O:40])[O:38][C:35]([CH3:37])([CH3:36])[CH3:34])[CH2:12]1)[C:2]1[CH:7]=[CH:6][CH:5]=[CH:4][CH:3]=1, predict the reactants needed to synthesize it. The reactants are: [CH2:1]([N:8]1[CH2:12][CH:11]([N+:13]([O-])=O)[CH:10]([C:16]2[CH:21]=[C:20]([F:22])[C:19]([F:23])=[CH:18][C:17]=2[Cl:24])[CH2:9]1)[C:2]1[CH:7]=[CH:6][CH:5]=[CH:4][CH:3]=1.C(N(C(C)C)C(C)C)C.[CH3:34][C:35]([O:38][C:39](O[C:39]([O:38][C:35]([CH3:37])([CH3:36])[CH3:34])=[O:40])=[O:40])([CH3:37])[CH3:36].